This data is from Forward reaction prediction with 1.9M reactions from USPTO patents (1976-2016). The task is: Predict the product of the given reaction. (1) The product is: [Cl:20][C:21]1[CH:26]=[C:25]2[C:24](=[CH:23][C:22]=1[Cl:31])[N:14]1[CH2:15][CH2:16][NH:11][CH2:12][C@@H:13]1[C:17](=[O:19])[NH:27]2. Given the reactants C([N:11]1[CH2:16][CH2:15][NH:14][C@@H:13]([C:17]([OH:19])=O)[CH2:12]1)(OCC1C=CC=CC=1)=O.[Cl:20][C:21]1[CH:26]=[C:25]([N+:27]([O-])=O)[CH:24]=[C:23](F)[C:22]=1[Cl:31].O.CN(C)C=O, predict the reaction product. (2) Given the reactants Br[C:2]1[CH:3]=[N:4][CH:5]=[C:6]2[C:11]=1[N:10]=[C:9]([C:12]([NH:14][CH2:15][CH2:16][S:17]([CH3:20])(=[O:19])=[O:18])=[O:13])[CH:8]=[CH:7]2.[F:21][C:22]1[CH:27]=[C:26]([F:28])[CH:25]=[CH:24][C:23]=1B(O)O.C(=O)([O-])[O-].[Cs+].[Cs+], predict the reaction product. The product is: [F:21][C:22]1[CH:27]=[C:26]([F:28])[CH:25]=[CH:24][C:23]=1[C:2]1[CH:3]=[N:4][CH:5]=[C:6]2[C:11]=1[N:10]=[C:9]([C:12]([NH:14][CH2:15][CH2:16][S:17]([CH3:20])(=[O:19])=[O:18])=[O:13])[CH:8]=[CH:7]2.